Predict the reaction yield, written as a fraction of the theoretical maximum amount of product (1.0 means a 100% yield; for example, 0.34 means a 34% yield). From a dataset of Reaction yield outcomes from USPTO patents with 853,638 reactions. (1) The reactants are Br[C:2]1[CH:7]=[CH:6][C:5]([C:8]2[CH:21]=[CH:20][C:19]3[C:10](=[C:11]([C:28]4[CH:33]=[CH:32][CH:31]=[CH:30][CH:29]=4)[C:12]4[C:17]([C:18]=3[C:22]3[CH:27]=[CH:26][CH:25]=[CH:24][CH:23]=3)=[CH:16][CH:15]=[CH:14][CH:13]=4)[CH:9]=2)=[CH:4][CH:3]=1.[CH:34]1[C:42]2[C:41]3[CH:43]=[CH:44][CH:45]=[CH:46][C:40]=3[O:39][C:38]=2[C:37]([C:47]2[CH:48]=[CH:49][C:50]3[NH:51][C:52]4[C:57]([C:58]=3[CH:59]=2)=[CH:56][CH:55]=[CH:54][CH:53]=4)=[CH:36][CH:35]=1.CC(C)([O-])C.[Na+].C(P(C(C)(C)C)C(C)(C)C)(C)(C)C. The catalyst is C1C=CC(/C=C/C(/C=C/C2C=CC=CC=2)=O)=CC=1.C1C=CC(/C=C/C(/C=C/C2C=CC=CC=2)=O)=CC=1.[Pd].CCCCCC.C1(C)C=CC=CC=1. The product is [CH:34]1[C:42]2[C:41]3[CH:43]=[CH:44][CH:45]=[CH:46][C:40]=3[O:39][C:38]=2[C:37]([C:47]2[CH:48]=[CH:49][C:50]3[N:51]([C:2]4[CH:3]=[CH:4][C:5]([C:8]5[CH:21]=[CH:20][C:19]6[C:10](=[C:11]([C:28]7[CH:33]=[CH:32][CH:31]=[CH:30][CH:29]=7)[C:12]7[C:17]([C:18]=6[C:22]6[CH:27]=[CH:26][CH:25]=[CH:24][CH:23]=6)=[CH:16][CH:15]=[CH:14][CH:13]=7)[CH:9]=5)=[CH:6][CH:7]=4)[C:52]4[C:57]([C:58]=3[CH:59]=2)=[CH:56][CH:55]=[CH:54][CH:53]=4)=[CH:36][CH:35]=1. The yield is 0.710. (2) The reactants are [CH3:1][O:2][C:3]1[CH:4]=[C:5]2[C:9](=[CH:10][CH:11]=1)[C:8](=[O:12])[CH2:7][CH2:6]2.[N:13](OCCCC)=[O:14].Cl. The catalyst is CO. The product is [CH3:1][O:2][C:3]1[CH:4]=[C:5]2[C:9](=[CH:10][CH:11]=1)[C:8](=[O:12])[C:7](=[N:13][OH:14])[CH2:6]2. The yield is 0.620. (3) No catalyst specified. The product is [O:29]1[CH2:33][CH2:32][CH2:31][CH:30]1[CH2:34][NH:35][C:15]([C:14]1[CH:18]=[CH:19][N:20]=[CH:21][C:13]=1[NH:12][C:10]([C:8]1[C:7]([NH:22][C:23]2[CH:28]=[N:27][CH:26]=[N:25][CH:24]=2)=[N:6][CH:5]=[C:4]([CH:1]2[CH2:2][CH2:3]2)[N:9]=1)=[O:11])=[O:17]. The reactants are [CH:1]1([C:4]2[N:9]=[C:8]([C:10]([NH:12][C:13]3[CH:21]=[N:20][CH:19]=[CH:18][C:14]=3[C:15]([OH:17])=O)=[O:11])[C:7]([NH:22][C:23]3[CH:24]=[N:25][CH:26]=[N:27][CH:28]=3)=[N:6][CH:5]=2)[CH2:3][CH2:2]1.[O:29]1[CH2:33][CH2:32][CH2:31][CH:30]1[CH2:34][NH2:35]. The yield is 0.770. (4) The reactants are C[O:2][C:3]1[CH:4]=[C:5]([C:9]2[C:10]3[CH2:24][CH2:23][CH2:22][N:21]([C:25]4[CH:30]=[CH:29][N:28]=[CH:27]N=4)[C:11]=3[N:12]=[C:13]([N:15]3[CH2:20][CH2:19][O:18][CH2:17][CH2:16]3)[N:14]=2)[CH:6]=[CH:7][CH:8]=1.[CH2:31]([S-])C.[Na+].O.C(OCC)(=O)C. The catalyst is CN(C)C=O. The product is [N:15]1([C:13]2[N:14]=[C:9]([C:5]3[CH:4]=[C:3]([OH:2])[CH:8]=[CH:7][CH:6]=3)[C:10]3[CH2:24][CH2:23][CH2:22][N:21]([C:25]4[CH:31]=[CH:27][N:28]=[CH:29][CH:30]=4)[C:11]=3[N:12]=2)[CH2:20][CH2:19][O:18][CH2:17][CH2:16]1. The yield is 0.430. (5) The reactants are [Br:1][C:2]1[CH:3]=[CH:4][C:5]2[S:9](=[O:11])(=[O:10])[NH:8][CH2:7][C:6]=2[CH:12]=1.Br[CH2:14][CH2:15][C:16]([O:18][CH2:19][CH3:20])=[O:17].C([O-])([O-])=O.[K+].[K+]. The catalyst is CN(C=O)C.C(OCC)(=O)C.O. The product is [Br:1][C:2]1[CH:3]=[CH:4][C:5]2[S:9](=[O:10])(=[O:11])[N:8]([CH2:14][CH2:15][C:16]([O:18][CH2:19][CH3:20])=[O:17])[CH2:7][C:6]=2[CH:12]=1. The yield is 0.790. (6) The reactants are [CH2:1]([O:8][C:9]([N:11]1[CH2:15][C@@H:14]([S:16][CH3:17])[CH2:13][C@H:12]1[CH2:18][O:19][Si](C(C)(C)C)(C)C)=[O:10])[C:2]1[CH:7]=[CH:6][CH:5]=[CH:4][CH:3]=1.[F-].C([N+](CCCC)(CCCC)CCCC)CCC.O1CCCC1. The catalyst is O1CCCC1. The product is [CH2:1]([O:8][C:9]([N:11]1[CH2:15][C@@H:14]([S:16][CH3:17])[CH2:13][C@H:12]1[CH2:18][OH:19])=[O:10])[C:2]1[CH:7]=[CH:6][CH:5]=[CH:4][CH:3]=1. The yield is 1.00.